Dataset: Catalyst prediction with 721,799 reactions and 888 catalyst types from USPTO. Task: Predict which catalyst facilitates the given reaction. (1) Reactant: [F:1][C:2]1[CH:7]=[CH:6][C:5]([NH:8][C:9]2[CH:15]=[CH:14][C:13]([C:16]3[O:17][C:18]4[CH:24]=[CH:23][CH:22]=[CH:21][C:19]=4[N:20]=3)=[CH:12][C:10]=2[NH2:11])=[CH:4][CH:3]=1.[CH:25](=O)[CH3:26].OOS([O-])=O.[K+].C(=O)([O-])[O-].[K+].[K+]. Product: [O:17]1[C:18]2[CH:24]=[CH:23][CH:22]=[CH:21][C:19]=2[N:20]=[C:16]1[C:13]1[CH:14]=[CH:15][C:9]2[N:8]([C:5]3[CH:4]=[CH:3][C:2]([F:1])=[CH:7][CH:6]=3)[C:25]([CH3:26])=[N:11][C:10]=2[CH:12]=1. The catalyst class is: 9. (2) Reactant: [CH3:1][C:2]1[N+:3]([O-])=[C:4]([C:8]2[CH:13]=[CH:12][C:11]([Br:14])=[CH:10][CH:9]=2)[O:5][C:6]=1[CH3:7].P(Cl)(Cl)([Cl:18])=O. Product: [Br:14][C:11]1[CH:12]=[CH:13][C:8]([C:4]2[O:5][C:6]([CH3:7])=[C:2]([CH2:1][Cl:18])[N:3]=2)=[CH:9][CH:10]=1. The catalyst class is: 22. (3) Reactant: [NH2:1][C@H:2]1[CH2:7][CH2:6][CH2:5][CH2:4][C@H:3]1[NH:8][C:9]([C:11]1[C:19]2[C:14](=[N:15][CH:16]=[C:17]([C:20]3[C:28]4[C:23](=[CH:24][CH:25]=[C:26]([O:29][CH3:30])[CH:27]=4)[N:22]([CH3:31])[N:21]=3)[N:18]=2)[N:13](COCC[Si](C)(C)C)[CH:12]=1)=[O:10].C(O)(C(F)(F)F)=O. Product: [NH2:1][C@H:2]1[CH2:7][CH2:6][CH2:5][CH2:4][C@H:3]1[NH:8][C:9]([C:11]1[C:19]2[C:14](=[N:15][CH:16]=[C:17]([C:20]3[C:28]4[C:23](=[CH:24][CH:25]=[C:26]([O:29][CH3:30])[CH:27]=4)[N:22]([CH3:31])[N:21]=3)[N:18]=2)[NH:13][CH:12]=1)=[O:10]. The catalyst class is: 4. (4) Reactant: [O:1]1[C:5]2[CH:6]=[CH:7][CH:8]=[CH:9][C:4]=2[CH:3]=[C:2]1[C:10]1[CH:22]=[CH:21][C:13]([C:14]([O:16][C:17]([CH3:20])([CH3:19])[CH3:18])=[O:15])=[CH:12][CH:11]=1. Product: [O:1]1[C:5]2[CH:6]=[CH:7][CH:8]=[CH:9][C:4]=2[CH2:3][CH:2]1[C:10]1[CH:11]=[CH:12][C:13]([C:14]([O:16][C:17]([CH3:18])([CH3:20])[CH3:19])=[O:15])=[CH:21][CH:22]=1. The catalyst class is: 94.